From a dataset of Catalyst prediction with 721,799 reactions and 888 catalyst types from USPTO. Predict which catalyst facilitates the given reaction. (1) Reactant: [N:1]1[CH:6]=[C:5]([C:7]([OH:9])=O)[N:4]=[CH:3][C:2]=1[C:10]([OH:12])=[O:11].C1C=CC2N(O)N=NC=2C=1.Cl.CN(C)CCCN=C=NCC.Cl.[Cl:36][C:37]1[CH:38]=[C:39]([C:44]2[O:48][C:47]([CH2:49][CH2:50][NH2:51])=[CH:46][CH:45]=2)[CH:40]=[CH:41][C:42]=1[Cl:43].CCN(C(C)C)C(C)C. Product: [Cl:36][C:37]1[CH:38]=[C:39]([C:44]2[O:48][C:47]([CH2:49][CH2:50][NH:51][C:7]([C:5]3[N:4]=[CH:3][C:2]([C:10]([OH:12])=[O:11])=[N:1][CH:6]=3)=[O:9])=[CH:46][CH:45]=2)[CH:40]=[CH:41][C:42]=1[Cl:43]. The catalyst class is: 2. (2) Reactant: [OH:1][CH2:2][C:3]1[CH:18]=[CH:17][C:6]([CH2:7][CH2:8][NH:9][C:10](=[O:16])[O:11][C:12]([CH3:15])([CH3:14])[CH3:13])=[CH:5][CH:4]=1. Product: [CH:2]([C:3]1[CH:4]=[CH:5][C:6]([CH2:7][CH2:8][NH:9][C:10](=[O:16])[O:11][C:12]([CH3:13])([CH3:14])[CH3:15])=[CH:17][CH:18]=1)=[O:1]. The catalyst class is: 485.